Predict the product of the given reaction. From a dataset of Forward reaction prediction with 1.9M reactions from USPTO patents (1976-2016). (1) The product is: [C:16]([C:15]1[CH:18]=[CH:19][C:12]([O:10][CH:9]2[CH2:8][NH:7][CH2:6][C:5]3[O:1][CH:2]=[CH:3][C:4]2=3)=[CH:13][CH:14]=1)#[N:17]. Given the reactants [O:1]1[C:5]2[CH2:6][NH:7][CH2:8][CH:9]([OH:10])[C:4]=2[CH:3]=[CH:2]1.F[C:12]1[CH:19]=[CH:18][C:15]([C:16]#[N:17])=[CH:14][CH:13]=1, predict the reaction product. (2) Given the reactants Cl.[Cl:2][CH2:3][C:4]1[CH:5]=[C:6]([NH:17][C:18]([C:20]2[S:21][CH:22]=[CH:23][CH:24]=2)=[NH:19])[CH:7]=[CH:8][C:9]=1[O:10][C:11]1[CH:16]=[CH:15][CH:14]=[CH:13][CH:12]=1.Cl.[Cl:26]CC1C=C(C2C=CSC=2[C:41](=N)[NH2:42])C=CC=1OC, predict the reaction product. The product is: [ClH:2].[ClH:26].[CH3:41][NH:42][CH2:3][C:4]1[CH:5]=[C:6]([NH:17][C:18]([C:20]2[S:21][CH:22]=[CH:23][CH:24]=2)=[NH:19])[CH:7]=[CH:8][C:9]=1[O:10][C:11]1[CH:16]=[CH:15][CH:14]=[CH:13][CH:12]=1. (3) Given the reactants [CH2:1]([N:8]([CH2:19][C:20]1[CH:33]=[CH:32][C:23]([O:24][C:25]2[CH:26]=[C:27]([OH:31])[CH:28]=[CH:29][CH:30]=2)=[CH:22][CH:21]=1)[C:9]1[CH:14]=[CH:13][CH:12]=[C:11]([N+:15]([O-:17])=[O:16])[C:10]=1[CH3:18])[C:2]1[CH:7]=[CH:6][CH:5]=[CH:4][CH:3]=1.C1(P(C2C=CC=CC=2)C2C=CC=CC=2)C=CC=CC=1.[CH3:53][O:54][CH2:55][CH2:56]O, predict the reaction product. The product is: [CH2:1]([N:8]([CH2:19][C:20]1[CH:33]=[CH:32][C:23]([O:24][C:25]2[CH:30]=[CH:29][CH:28]=[C:27]([O:31][CH2:56][CH2:55][O:54][CH3:53])[CH:26]=2)=[CH:22][CH:21]=1)[C:9]1[CH:14]=[CH:13][CH:12]=[C:11]([N+:15]([O-:17])=[O:16])[C:10]=1[CH3:18])[C:2]1[CH:3]=[CH:4][CH:5]=[CH:6][CH:7]=1.